From a dataset of Forward reaction prediction with 1.9M reactions from USPTO patents (1976-2016). Predict the product of the given reaction. (1) Given the reactants [CH3:1][S:2][C:3]1[N:4]=[N:5][C:6]([C:9]2[CH:14]=[CH:13][CH:12]=[CH:11][CH:10]=2)=[CH:7][N:8]=1.ClC1C=C(C=CC=1)C(OO)=[O:20].O.S([O-])([O-])(=O)=S.[Na+].[Na+], predict the reaction product. The product is: [CH3:1][S:2]([C:3]1[N:4]=[N:5][C:6]([C:9]2[CH:10]=[CH:11][CH:12]=[CH:13][CH:14]=2)=[CH:7][N:8]=1)=[O:20]. (2) Given the reactants [CH3:1][C@@H:2]1[N:7]([CH:8]2[CH2:11][O:10][CH2:9]2)[CH2:6][CH2:5][N:4]([C:12]2[CH:18]=[CH:17][C:15]([NH2:16])=[CH:14][CH:13]=2)[CH2:3]1.C(N(CC)CC)C.[Cl:26][C:27]1[N:32]=[C:31](Cl)[N:30]=[CH:29][N:28]=1, predict the reaction product. The product is: [Cl:26][C:27]1[N:32]=[CH:31][N:30]=[C:29]([NH:16][C:15]2[CH:17]=[CH:18][C:12]([N:4]3[CH2:5][CH2:6][N:7]([CH:8]4[CH2:9][O:10][CH2:11]4)[C@@H:2]([CH3:1])[CH2:3]3)=[CH:13][CH:14]=2)[N:28]=1. (3) Given the reactants [C:1]([CH:3]([CH:7]1[C:11]([Cl:12])=[C:10](Cl)C(=O)O1)[C:4]([NH2:6])=[O:5])#[N:2].Cl.[F:16][C:17]1[CH:22]=[C:21]([F:23])[C:20]([F:24])=[CH:19][C:18]=1[CH:25]([NH2:27])[CH3:26], predict the reaction product. The product is: [ClH:12].[Cl:12][C:11]1[CH:7]=[C:3]([C:4]([NH2:6])=[O:5])[C:1](=[NH:2])[N:27]([CH:25]([C:18]2[CH:19]=[C:20]([F:24])[C:21]([F:23])=[CH:22][C:17]=2[F:16])[CH3:26])[CH:10]=1. (4) Given the reactants [OH-].[Li+].[F:3][C:4]([F:26])([F:25])[C:5]1[CH:6]=[C:7]([S:11]([N:14]2[CH2:19][CH2:18][CH2:17][CH2:16][CH:15]2[CH2:20][C:21]([O:23]C)=[O:22])(=[O:13])=[O:12])[CH:8]=[CH:9][CH:10]=1, predict the reaction product. The product is: [F:26][C:4]([F:3])([F:25])[C:5]1[CH:6]=[C:7]([S:11]([N:14]2[CH2:19][CH2:18][CH2:17][CH2:16][CH:15]2[CH2:20][C:21]([OH:23])=[O:22])(=[O:13])=[O:12])[CH:8]=[CH:9][CH:10]=1. (5) Given the reactants [C:1]([O:5][C:6](=[O:32])[CH2:7][CH2:8][CH2:9][CH2:10][CH2:11][CH2:12][CH2:13][CH2:14][CH2:15][CH2:16][CH2:17][CH2:18][CH2:19][CH2:20][CH2:21][CH2:22][C:23]([NH:25][CH2:26][CH2:27][CH2:28][C:29]([OH:31])=O)=[O:24])([CH3:4])([CH3:3])[CH3:2].CCN(C(C)C)C(C)C.CN(C(ON1N=NC2C=CC=NC1=2)=[N+](C)C)C.F[P-](F)(F)(F)(F)F.[N:66]([CH2:69][CH2:70][O:71][CH2:72][CH2:73][O:74][CH2:75][CH2:76][O:77][CH2:78][CH2:79][O:80][CH2:81][CH2:82][O:83][CH2:84][CH2:85][O:86][CH2:87][CH2:88][O:89][CH2:90][CH2:91][O:92][CH2:93][CH2:94][O:95][CH2:96][CH2:97][O:98][CH2:99][CH2:100][O:101][CH2:102][CH2:103][NH2:104])=[N+:67]=[N-:68].C(O)(=O)CC(CC(O)=O)(C(O)=O)O, predict the reaction product. The product is: [N:66]([CH2:69][CH2:70][O:71][CH2:72][CH2:73][O:74][CH2:75][CH2:76][O:77][CH2:78][CH2:79][O:80][CH2:81][CH2:82][O:83][CH2:84][CH2:85][O:86][CH2:87][CH2:88][O:89][CH2:90][CH2:91][O:92][CH2:93][CH2:94][O:95][CH2:96][CH2:97][O:98][CH2:99][CH2:100][O:101][CH2:102][CH2:103][NH:104][C:29](=[O:31])[CH2:28][CH2:27][CH2:26][NH:25][C:23](=[O:24])[CH2:22][CH2:21][CH2:20][CH2:19][CH2:18][CH2:17][CH2:16][CH2:15][CH2:14][CH2:13][CH2:12][CH2:11][CH2:10][CH2:9][CH2:8][CH2:7][C:6]([O:5][C:1]([CH3:2])([CH3:3])[CH3:4])=[O:32])=[N+:67]=[N-:68]. (6) Given the reactants [F:1][C:2]1[CH:3]=[CH:4][C:5]([O:22][CH3:23])=[C:6]([C:8]2[CH:13]=[CH:12][N:11]=[C:10]3[NH:14][C:15]([CH:17]4[CH2:21][CH2:20][NH:19][CH2:18]4)=[CH:16][C:9]=23)[CH:7]=1.C(N(CC)CC)C.C(O)(=O)C.[Si:35]([O:42][CH2:43][CH:44]=O)([C:38]([CH3:41])([CH3:40])[CH3:39])([CH3:37])[CH3:36].C([BH3-])#N, predict the reaction product. The product is: [Si:35]([O:42][CH2:43][CH2:44][N:19]1[CH2:20][CH2:21][CH:17]([C:15]2[NH:14][C:10]3=[N:11][CH:12]=[CH:13][C:8]([C:6]4[CH:7]=[C:2]([F:1])[CH:3]=[CH:4][C:5]=4[O:22][CH3:23])=[C:9]3[CH:16]=2)[CH2:18]1)([C:38]([CH3:41])([CH3:40])[CH3:39])([CH3:37])[CH3:36].